Dataset: Forward reaction prediction with 1.9M reactions from USPTO patents (1976-2016). Task: Predict the product of the given reaction. Given the reactants Br[C:2]1[CH:3]=[C:4]([CH2:8][OH:9])[CH:5]=[N:6][CH:7]=1.[F:10][C:11]1[CH:20]=[C:19]2[C:14]([CH2:15][CH2:16][C:17](=[O:22])[N:18]2[CH3:21])=[CH:13][C:12]=1B1OC(C)(C)C(C)(C)O1, predict the reaction product. The product is: [F:10][C:11]1[CH:20]=[C:19]2[C:14]([CH2:15][CH2:16][C:17](=[O:22])[N:18]2[CH3:21])=[CH:13][C:12]=1[C:2]1[CH:7]=[N:6][CH:5]=[C:4]([CH2:8][OH:9])[CH:3]=1.